Dataset: Reaction yield outcomes from USPTO patents with 853,638 reactions. Task: Predict the reaction yield, written as a fraction of the theoretical maximum amount of product (1.0 means a 100% yield; for example, 0.34 means a 34% yield). (1) The reactants are Cl.[NH2:2][OH:3].[F:4][C:5]1[CH:10]=[CH:9][CH:8]=[C:7]([F:11])[C:6]=1[C:12]1[N:17]=[C:16]([C:18]([NH:20][C:21]2[CH:22]=[N:23][CH:24]=[CH:25][C:26]=2[C@H:27]2[CH2:32][C@@H:31]([NH:33]C(=O)OC(C)(C)C)[C:30](=O)[C@@H:29]([CH3:42])[CH2:28]2)=[O:19])[CH:15]=[CH:14][C:13]=1[F:43]. The catalyst is CCO.N1C=CC=CC=1. The product is [NH2:33][C@@H:31]1[CH2:32][C@H:27]([C:26]2[CH:25]=[CH:24][N:23]=[CH:22][C:21]=2[NH:20][C:18](=[O:19])[C:16]2[CH:15]=[CH:14][C:13]([F:43])=[C:12]([C:6]3[C:5]([F:4])=[CH:10][CH:9]=[CH:8][C:7]=3[F:11])[N:17]=2)[CH2:28][C@H:29]([CH3:42])/[C:30]/1=[N:2]/[OH:3]. The yield is 0.140. (2) The reactants are O=P12OP3(OP(OP(O3)(O1)=O)(=O)O2)=O.[Cl:15][C:16]1[CH:17]=[C:18]([CH:22]([OH:39])[CH2:23][O:24][C:25]2[CH:38]=[CH:37][C:28]([CH2:29][CH:30]3[S:34][C:33](=[O:35])[NH:32][C:31]3=[O:36])=[CH:27][CH:26]=2)[CH:19]=[CH:20][CH:21]=1.C(N(CC)C(C)C)(C)C.C([O-])(O)=O.[Na+]. The catalyst is C(Cl)Cl.CS(C)=O. The product is [Cl:15][C:16]1[CH:17]=[C:18]([C:22](=[O:39])[CH2:23][O:24][C:25]2[CH:38]=[CH:37][C:28]([CH2:29][CH:30]3[S:34][C:33](=[O:35])[NH:32][C:31]3=[O:36])=[CH:27][CH:26]=2)[CH:19]=[CH:20][CH:21]=1. The yield is 0.470. (3) The product is [Br:3][C:4]1[CH:12]=[CH:11][C:7]([C:8]([O:10][CH3:14])=[O:9])=[C:6]([F:13])[CH:5]=1. The catalyst is CN(C)C=O. The reactants are CI.[Br:3][C:4]1[CH:12]=[CH:11][C:7]([C:8]([OH:10])=[O:9])=[C:6]([F:13])[CH:5]=1.[C:14](=O)([O-])[O-].[Na+].[Na+].C(OCC)(=O)C. The yield is 0.970. (4) The reactants are N[C:2]1[CH:7]=[CH:6][C:5]([C:8]2[CH2:13][S:12][C:11]3=[N:14][N:15]=[C:16]([C:17]4[CH:22]=[C:21]([O:23][CH3:24])[C:20]([O:25][CH3:26])=[C:19]([O:27][CH3:28])[CH:18]=4)[N:10]3[N:9]=2)=[CH:4][CH:3]=1.[CH2:29]=O.[C:31]([BH3-])#[N:32].[Na+].Cl. The catalyst is CO.CCOCC.C(O)(=O)C. The product is [CH3:29][N:32]([CH3:31])[C:2]1[CH:7]=[CH:6][C:5]([C:8]2[CH2:13][S:12][C:11]3=[N:14][N:15]=[C:16]([C:17]4[CH:22]=[C:21]([O:23][CH3:24])[C:20]([O:25][CH3:26])=[C:19]([O:27][CH3:28])[CH:18]=4)[N:10]3[N:9]=2)=[CH:4][CH:3]=1. The yield is 0.580. (5) The reactants are [Cl:1][C:2]1[CH:15]=[CH:14][CH:13]=[C:12]([Cl:16])[C:3]=1[O:4][CH:5]([C:7]1[NH:8][CH2:9][CH2:10][N:11]=1)[CH3:6].CCOCC.CC(O)C.Cl. The catalyst is CCOCC. The product is [ClH:1].[Cl:1][C:2]1[CH:15]=[CH:14][CH:13]=[C:12]([Cl:16])[C:3]=1[O:4][CH:5]([C:7]1[NH:11][CH2:10][CH2:9][N:8]=1)[CH3:6]. The yield is 1.00. (6) The reactants are [Br:1][C:2]1[CH:3]=[C:4]2[C:9](=[CH:10][CH:11]=1)[NH:8][C@@H:7]([CH:12]1[CH2:14][CH2:13]1)[C@H:6]([CH3:15])[C@H:5]2[NH:16][C:17](=[O:23])[O:18][C:19]([CH3:22])([CH3:21])[CH3:20].CCN(C(C)C)C(C)C.[C:33](Cl)(=[O:35])[CH3:34]. The catalyst is ClCCl. The product is [C:33]([N:8]1[C:9]2[C:4](=[CH:3][C:2]([Br:1])=[CH:11][CH:10]=2)[C@H:5]([NH:16][C:17](=[O:23])[O:18][C:19]([CH3:22])([CH3:21])[CH3:20])[C@@H:6]([CH3:15])[C@@H:7]1[CH:12]1[CH2:13][CH2:14]1)(=[O:35])[CH3:34]. The yield is 0.930. (7) The reactants are [Cl:1][C:2]1[N:3]=[C:4](Cl)[C:5]2[CH2:10][CH2:9][CH:8]([C:11]3[CH:16]=[CH:15][C:14]([F:17])=[CH:13][CH:12]=3)[C:6]=2[N:7]=1.[CH2:19]([CH:21]1[CH2:25][CH2:24][CH2:23][NH:22]1)[CH3:20]. No catalyst specified. The product is [Cl:1][C:2]1[N:3]=[C:4]([N:22]2[CH2:23][CH2:24][CH2:25][CH:21]2[CH2:19][CH3:20])[C:5]2[CH2:10][CH2:9][CH:8]([C:11]3[CH:16]=[CH:15][C:14]([F:17])=[CH:13][CH:12]=3)[C:6]=2[N:7]=1. The yield is 0.320.